Dataset: Reaction yield outcomes from USPTO patents with 853,638 reactions. Task: Predict the reaction yield, written as a fraction of the theoretical maximum amount of product (1.0 means a 100% yield; for example, 0.34 means a 34% yield). (1) The reactants are [F:1][C:2]1[CH:3]=[C:4]([CH:6]=[CH:7][C:8]=1[N+:9]([O-:11])=[O:10])[NH2:5].C(OCC)(=O)C.[Br:18]N1C(=O)CCC1=O. The catalyst is CS(C)=O. The product is [Br:18][C:6]1[CH:7]=[C:8]([N+:9]([O-:11])=[O:10])[C:2]([F:1])=[CH:3][C:4]=1[NH2:5]. The yield is 0.500. (2) The reactants are [CH2:1](Cl)Cl.[C:4](=[O:7])([O-])[O-].[K+].[K+].C[O:11][CH2:12][C@H:13]1[O:36][C@@H:17]([O:18][C:19]2[CH:24]=[C:23]([CH2:25][OH:26])[CH:22]=[CH:21][C:20]=2[CH2:27][C:28]2[CH:33]=[CH:32][C:31]([CH2:34][CH3:35])=[CH:30][CH:29]=2)[C@H:16]([OH:37])[C@@H:15]([OH:38])[C@@H:14]1[OH:39]. The catalyst is CO. The product is [O:18]([C:19]1[CH:24]=[C:23]([CH2:25][OH:26])[CH:22]=[CH:21][C:20]=1[CH2:27][C:28]1[CH:29]=[CH:30][C:31]([CH2:34][CH2:35][CH2:4][OH:7])=[CH:32][CH:33]=1)[C@@H:17]1[O:36][C@H:13]([C@@H:12]([CH3:1])[OH:11])[C@@H:14]([OH:39])[C@H:15]([OH:38])[C@H:16]1[OH:37]. The yield is 0.530. (3) The reactants are [Cl-].O[NH3+:3].[C:4](=[O:7])([O-])[OH:5].[Na+].CS(C)=O.[Si]([O:20][CH:21]([CH3:59])[C:22]([CH3:58])([CH3:57])[O:23][C:24]1[CH:29]=[CH:28][C:27]([N:30]2[C:35](=[O:36])[C:34]([CH2:37][C:38]3[CH:43]=[CH:42][C:41]([C:44]4[C:45]([C:50]#[N:51])=[CH:46][CH:47]=[CH:48][CH:49]=4)=[CH:40][CH:39]=3)=[C:33]([CH2:52][CH2:53][CH3:54])[N:32]=[C:31]2[CH2:55][CH3:56])=[CH:26][CH:25]=1)(C(C)(C)C)(C)C. The catalyst is O. The product is [CH2:55]([C:31]1[N:30]([C:27]2[CH:26]=[CH:25][C:24]([O:23][C:22]([CH3:58])([CH3:57])[CH:21]([OH:20])[CH3:59])=[CH:29][CH:28]=2)[C:35](=[O:36])[C:34]([CH2:37][C:38]2[CH:39]=[CH:40][C:41]([C:44]3[CH:49]=[CH:48][CH:47]=[CH:46][C:45]=3[C:50]3[NH:51][C:4](=[O:7])[O:5][N:3]=3)=[CH:42][CH:43]=2)=[C:33]([CH2:52][CH2:53][CH3:54])[N:32]=1)[CH3:56]. The yield is 0.680. (4) The reactants are Cl[CH2:2][C:3]([NH:5][C:6]1[CH:14]=[CH:13][CH:12]=[C:11]2[C:7]=1[C:8](=[O:34])[N:9]([CH:16]([C:23]1[CH:28]=[CH:27][C:26]([O:29][CH3:30])=[C:25]([O:31][CH2:32][CH3:33])[CH:24]=1)[CH2:17][C:18]([N:20]([CH3:22])[CH3:21])=[O:19])[C:10]2=[O:15])=[O:4].[CH3:35][NH:36][CH3:37].O1CCCC1. The catalyst is C(#N)C.C(Cl)Cl.C(=O)([O-])O.[Na+]. The product is [CH3:35][N:36]([CH3:37])[CH2:2][C:3]([NH:5][C:6]1[CH:14]=[CH:13][CH:12]=[C:11]2[C:7]=1[C:8](=[O:34])[N:9]([CH:16]([C:23]1[CH:28]=[CH:27][C:26]([O:29][CH3:30])=[C:25]([O:31][CH2:32][CH3:33])[CH:24]=1)[CH2:17][C:18]([N:20]([CH3:22])[CH3:21])=[O:19])[C:10]2=[O:15])=[O:4]. The yield is 0.570. (5) The reactants are Br[C:2]1[CH:7]=[C:6]([N+:8]([O-:10])=[O:9])[CH:5]=[CH:4][C:3]=1[NH:11][C:12]([CH3:15])([CH3:14])[CH3:13].[C:16]([Si:18]([CH3:21])([CH3:20])[CH3:19])#[CH:17].N#N. The catalyst is CCN(CC)CC.Cl[Pd](Cl)([P](C1C=CC=CC=1)(C1C=CC=CC=1)C1C=CC=CC=1)[P](C1C=CC=CC=1)(C1C=CC=CC=1)C1C=CC=CC=1.[Cu]I. The product is [C:12]([NH:11][C:3]1[CH:4]=[CH:5][C:6]([N+:8]([O-:10])=[O:9])=[CH:7][C:2]=1[C:17]#[C:16][Si:18]([CH3:21])([CH3:20])[CH3:19])([CH3:15])([CH3:14])[CH3:13]. The yield is 0.160.